From a dataset of Catalyst prediction with 721,799 reactions and 888 catalyst types from USPTO. Predict which catalyst facilitates the given reaction. (1) Reactant: Cl.[CH:2]1([NH:5][C:6](=[NH:8])[CH3:7])[CH2:4][CH2:3]1.Br[C:10](=[CH:13]OC(C)C)[CH:11]=[O:12].C([O-])([O-])=O.[K+].[K+]. Product: [CH:2]1([N:5]2[C:10]([CH:11]=[O:12])=[CH:13][N:8]=[C:6]2[CH3:7])[CH2:4][CH2:3]1. The catalyst class is: 146. (2) Reactant: ClC1C=C(C=CC=1)C(OO)=[O:6].F[C:13]1[CH:14]=[CH:15][C:16]([O:22][CH2:23][C@H:24]2[CH2:26][O:25]2)=[C:17](C(=O)C)[CH:18]=1.[OH-].[Na+].[C:29]1([CH3:39])[CH:34]=[CH:33][C:32]([S:35](Cl)(=[O:37])=[O:36])=[CH:31][CH:30]=1.Cl. Product: [O:6]1[C:17]2[CH:18]=[CH:13][CH:14]=[CH:15][C:16]=2[O:22][CH2:23][C@@H:24]1[CH2:26][O:25][S:35]([C:32]1[CH:33]=[CH:34][C:29]([CH3:39])=[CH:30][CH:31]=1)(=[O:37])=[O:36]. The catalyst class is: 272.